From a dataset of Catalyst prediction with 721,799 reactions and 888 catalyst types from USPTO. Predict which catalyst facilitates the given reaction. (1) Reactant: [CH3:1][C:2]1([CH3:26])[CH:7]([N:8]2[CH2:12][CH2:11][C@H:10]([NH:13][C:14]3[CH:19]=[CH:18][C:17]([S:20]([CH3:23])(=[O:22])=[O:21])=[CH:16][C:15]=3[F:24])[C:9]2=[O:25])[CH2:6][CH2:5][NH:4][CH2:3]1.[Cl:27][C:28]1[CH:33]=[N:32][C:31](Cl)=[CH:30][N:29]=1.C(N(C(C)C)C(C)C)C. Product: [Cl:27][C:28]1[N:29]=[CH:30][C:31]([N:4]2[CH2:5][CH2:6][CH:7]([N:8]3[CH2:12][CH2:11][C@H:10]([NH:13][C:14]4[CH:19]=[CH:18][C:17]([S:20]([CH3:23])(=[O:21])=[O:22])=[CH:16][C:15]=4[F:24])[C:9]3=[O:25])[C:2]([CH3:26])([CH3:1])[CH2:3]2)=[N:32][CH:33]=1. The catalyst class is: 163. (2) Reactant: Br[C:2]1[CH:7]=[C:6](Br)[CH:5]=[C:4]([Br:9])[CH:3]=1.[C:10]1([C:30]2[CH:35]=[CH:34][CH:33]=[CH:32][CH:31]=2)[CH:15]=[CH:14][C:13]([NH:16][C:17]2[CH:29]=[CH:28][C:20]3[S:21][C:22]4[CH:27]=[CH:26][CH:25]=[CH:24][C:23]=4[C:19]=3[CH:18]=2)=[CH:12][CH:11]=1.[CH:49]1[CH:54]=[CH:53][C:52](P([C:49]2[CH:54]=[CH:53][CH:52]=[CH:51][CH:50]=2)[C:49]2[CH:54]=[CH:53][CH:52]=[CH:51][CH:50]=2)=[CH:51][CH:50]=1.[CH3:55][C:56]([O-])([CH3:58])[CH3:57].[Na+]. Product: [C:10]1([C:49]2[CH:50]=[CH:51][CH:52]=[CH:53][CH:54]=2)[CH:15]=[CH:14][C:13]([N:16]([C:17]2[CH:29]=[CH:28][C:57]3[S:21][C:20]4[CH:19]=[CH:23][CH:22]=[CH:27][C:58]=4[C:56]=3[CH:55]=2)[C:6]2[CH:5]=[C:4]([Br:9])[CH:3]=[C:2]([N:16]([C:13]3[CH:14]=[CH:15][C:10]([C:30]4[CH:31]=[CH:32][CH:33]=[CH:34][CH:35]=4)=[CH:11][CH:12]=3)[C:17]3[CH:29]=[CH:28][C:20]4[S:21][C:22]5[CH:27]=[CH:26][CH:25]=[CH:24][C:23]=5[C:19]=4[CH:18]=3)[CH:7]=2)=[CH:12][CH:11]=1. The catalyst class is: 187. (3) Reactant: [I-].[CH3:2][O:3][CH2:4][CH2:5][N:6]([CH2:34][CH2:35][O:36][CH3:37])[C:7]1[CH:8]=[CH:9][C:10]2[C:19]([CH:20]=1)=[S+:18][C:17]1[C:12](=[CH:13][CH:14]=[C:15]([N:21]3[CH2:26][CH2:25][N:24](C(OC(C)(C)C)=O)[CH2:23][CH2:22]3)[CH:16]=1)[N:11]=2.[F:38][C:39]([F:44])([F:43])[C:40]([OH:42])=[O:41]. Product: [CH3:2][O:3][CH2:4][CH2:5][N:6]([CH2:34][CH2:35][O:36][CH3:37])[C:7]1[CH:8]=[CH:9][C:10]2[C:19]([CH:20]=1)=[S+:18][C:17]1[C:12](=[CH:13][CH:14]=[C:15]([N:21]3[CH2:26][CH2:25][NH:24][CH2:23][CH2:22]3)[CH:16]=1)[N:11]=2.[F:38][C:39]([F:44])([F:43])[C:40]([O-:42])=[O:41]. The catalyst class is: 2. (4) Reactant: [CH2:1]([O:8][N:9]1[CH:12]=[C:11]([CH2:13][CH2:14][CH2:15][CH2:16][CH3:17])[C:10]1=[O:18])[C:2]1[CH:7]=[CH:6][CH:5]=[CH:4][CH:3]=1.[OH2:19].Cl. Product: [CH2:1]([O:8][NH:9][CH2:12][CH:11]([CH2:13][CH2:14][CH2:15][CH2:16][CH3:17])[C:10]([OH:18])=[O:19])[C:2]1[CH:7]=[CH:6][CH:5]=[CH:4][CH:3]=1. The catalyst class is: 278. (5) Reactant: C1(C)C=CC=CC=1.CB1N2CCC[C@H]2C(C2C=CC=CC=2)(C2C=CC=CC=2)O1.B.CSC.[F:33][C:34]1[CH:43]=[C:42]([F:44])[CH:41]=[C:40]2[C:35]=1[C:36](=[O:45])[CH2:37][CH2:38][O:39]2. Product: [F:33][C:34]1[CH:43]=[C:42]([F:44])[CH:41]=[C:40]2[C:35]=1[CH:36]([OH:45])[CH2:37][CH2:38][O:39]2. The catalyst class is: 7. (6) Reactant: C(Cl)(=O)C(Cl)=O.CS(C)=O.[Cl:11][C:12]1[CH:17]=[CH:16][C:15]([CH:18]([C:35]2[CH:40]=[CH:39][C:38]([Cl:41])=[CH:37][CH:36]=2)[N:19]2[CH2:22][CH:21]([CH:23]([C:27]3[CH:32]=[C:31]([F:33])[CH:30]=[C:29]([F:34])[CH:28]=3)[CH:24]([OH:26])[CH3:25])[CH2:20]2)=[CH:14][CH:13]=1.C(N(CC)CC)C. Product: [Cl:41][C:38]1[CH:39]=[CH:40][C:35]([CH:18]([C:15]2[CH:14]=[CH:13][C:12]([Cl:11])=[CH:17][CH:16]=2)[N:19]2[CH2:22][CH:21]([CH:23]([C:27]3[CH:28]=[C:29]([F:34])[CH:30]=[C:31]([F:33])[CH:32]=3)[C:24]([CH3:25])=[O:26])[CH2:20]2)=[CH:36][CH:37]=1. The catalyst class is: 158. (7) Reactant: [CH3:1][N:2]1[C:7](=O)[C:6]([CH3:9])=[CH:5][C:4]([C:10]([OH:12])=O)=[CH:3]1.Cl.[CH2:14]([NH:21][C:22]1[C:23]([NH2:29])=[CH:24][CH:25]=[C:26]([F:28])[CH:27]=1)[C:15]1[CH:20]=[CH:19][CH:18]=[CH:17][CH:16]=1.[CH2:30](N(CC)CC)C. Product: [CH2:14]([NH:21][C:22]1[CH:27]=[C:26]([F:28])[CH:25]=[CH:24][C:23]=1[NH:29][C:10]([C:4]1[CH:5]=[C:6]([CH3:9])[C:7](=[CH2:30])[N:2]([CH3:1])[CH:3]=1)=[O:12])[C:15]1[CH:16]=[CH:17][CH:18]=[CH:19][CH:20]=1. The catalyst class is: 2. (8) Reactant: [CH3:1][C:2]1[CH:10]=[CH:9][C:5]([C:6]([OH:8])=[O:7])=[CH:4][CH:3]=1.C(OOC(=O)C1C=CC=CC=1)(=O)C1C=CC=CC=1.[Br:29]N1C(=O)CCC1=O. Product: [Br:29][CH2:1][C:2]1[CH:10]=[CH:9][C:5]([C:6]([OH:8])=[O:7])=[CH:4][CH:3]=1. The catalyst class is: 48. (9) Reactant: [Cl:1][C:2]1[CH:7]=[CH:6][C:5]([C:8]([C:11]2[N:15]([C:16]3[CH:21]=[CH:20][C:19]([F:22])=[CH:18][CH:17]=3)[C:14]([SH:23])=[N:13][CH:12]=2)([CH3:10])[CH3:9])=[CH:4][C:3]=1[O:24][CH3:25].[Br:26][C:27]1[CH:28]=[C:29]([F:36])[C:30]([CH2:34]Br)=[C:31]([F:33])[CH:32]=1.C(=O)([O-])[O-].[K+].[K+]. Product: [Br:26][C:27]1[CH:28]=[C:29]([F:36])[C:30]([CH2:34][S:23][C:14]2[N:15]([C:16]3[CH:21]=[CH:20][C:19]([F:22])=[CH:18][CH:17]=3)[C:11]([C:8]([C:5]3[CH:6]=[CH:7][C:2]([Cl:1])=[C:3]([O:24][CH3:25])[CH:4]=3)([CH3:10])[CH3:9])=[CH:12][N:13]=2)=[C:31]([F:33])[CH:32]=1. The catalyst class is: 21. (10) Reactant: [Br:1][C:2]1[CH:7]=[CH:6][C:5]([OH:8])=[CH:4][C:3]=1[N+:9]([O-:11])=[O:10].[S:12]1[CH:16]=[CH:15][N:14]=[C:13]1[CH2:17]O.C1(P(C2C=CC=CC=2)C2C=CC=CC=2)C=CC=CC=1.CCOC(/N=N/C(OCC)=O)=O. Product: [Br:1][C:2]1[CH:7]=[CH:6][C:5]([O:8][CH2:17][C:13]2[S:12][CH:16]=[CH:15][N:14]=2)=[CH:4][C:3]=1[N+:9]([O-:11])=[O:10]. The catalyst class is: 11.